From a dataset of CYP3A4 inhibition data for predicting drug metabolism from PubChem BioAssay. Regression/Classification. Given a drug SMILES string, predict its absorption, distribution, metabolism, or excretion properties. Task type varies by dataset: regression for continuous measurements (e.g., permeability, clearance, half-life) or binary classification for categorical outcomes (e.g., BBB penetration, CYP inhibition). Dataset: cyp3a4_veith. (1) The compound is CC(C)CNC(=O)C(=O)N/N=C/c1cccs1. The result is 0 (non-inhibitor). (2) The molecule is O[C@@H]1CCCC[C@H]1N1CCC(c2ccccc2)CC1. The result is 0 (non-inhibitor). (3) The compound is NCCC[C@@](N)(C(=O)O)C(F)F. The result is 0 (non-inhibitor).